The task is: Predict the reactants needed to synthesize the given product.. This data is from Full USPTO retrosynthesis dataset with 1.9M reactions from patents (1976-2016). (1) Given the product [CH2:18]([O:1][CH2:2][C@H:3]1[CH2:7][CH2:6][C@@H:5]([NH:8][C:9](=[O:15])[O:10][C:11]([CH3:12])([CH3:14])[CH3:13])[CH2:4]1)[C:19]1[CH:24]=[CH:23][CH:22]=[CH:21][CH:20]=1, predict the reactants needed to synthesize it. The reactants are: [OH:1][CH2:2][C@H:3]1[CH2:7][CH2:6][C@@H:5]([NH:8][C:9](=[O:15])[O:10][C:11]([CH3:14])([CH3:13])[CH3:12])[CH2:4]1.[H-].[Na+].[CH2:18](Br)[C:19]1[CH:24]=[CH:23][CH:22]=[CH:21][CH:20]=1.O. (2) Given the product [F:1][C:2]1[CH:8]=[C:7]([I:14])[CH:6]=[CH:5][C:3]=1[NH2:4], predict the reactants needed to synthesize it. The reactants are: [F:1][C:2]1[CH:8]=[CH:7][CH:6]=[CH:5][C:3]=1[NH2:4].C(=O)(O)[O-].[Na+].[I:14]I.S([O-])(O)=O. (3) Given the product [Si:1]([O:18][CH:19]1[CH2:22][N:21]([C:23]2[O:24][CH:25]=[C:26]([CH:28]=[O:29])[N:27]=2)[CH2:20]1)([C:14]([CH3:17])([CH3:16])[CH3:15])([C:2]1[CH:3]=[CH:4][CH:5]=[CH:6][CH:7]=1)[C:8]1[CH:13]=[CH:12][CH:11]=[CH:10][CH:9]=1, predict the reactants needed to synthesize it. The reactants are: [Si:1]([O:18][CH:19]1[CH2:22][N:21]([C:23]2[O:24][CH:25]=[C:26]([CH2:28][OH:29])[N:27]=2)[CH2:20]1)([C:14]([CH3:17])([CH3:16])[CH3:15])([C:8]1[CH:13]=[CH:12][CH:11]=[CH:10][CH:9]=1)[C:2]1[CH:7]=[CH:6][CH:5]=[CH:4][CH:3]=1. (4) Given the product [C:5]([N:19]1[CH2:44][CH2:45][N:13]([CH2:14][CH2:15][O:16][C:17]2[C:21]([CH3:22])=[C:20]([NH:23][C:24]([NH:26][C@H:27]3[C@H:31]([C:32]4[CH:37]=[CH:36][C:35]([F:38])=[C:34]([F:39])[CH:33]=4)[CH2:30][N:29]([CH2:40][CH2:41][O:42][CH3:43])[CH2:28]3)=[O:25])[N:19]([C:44]3[CH:45]=[CH:46][CH:47]=[CH:48][CH:49]=3)[N:18]=2)[CH2:21][CH2:20]1)(=[O:7])[CH3:6], predict the reactants needed to synthesize it. The reactants are: C(O[C:5](=[O:7])[CH3:6])(=O)C.CS(Cl)(=O)=O.[NH2:13][CH2:14][CH2:15][O:16][C:17]1[C:21]([CH3:22])=[C:20]([NH:23][C:24]([NH:26][C@H:27]2[C@H:31]([C:32]3[CH:37]=[CH:36][C:35]([F:38])=[C:34]([F:39])[CH:33]=3)[CH2:30][N:29]([CH2:40][CH2:41][O:42][CH3:43])[CH2:28]2)=[O:25])[N:19]([C:44]2[CH:49]=[CH:48][CH:47]=[CH:46][CH:45]=2)[N:18]=1. (5) The reactants are: [CH2:1]=[C:2]1[CH2:7][CH2:6][N:5]([C:8]([O:10][C:11]([CH3:14])([CH3:13])[CH3:12])=[O:9])[CH2:4][CH2:3]1.C(O)(=O)C1C(=CC=CC=1)C(O)=[O:19].C(=O)(O)[O-].[Na+]. Given the product [O:19]1[C:2]2([CH2:7][CH2:6][N:5]([C:8]([O:10][C:11]([CH3:14])([CH3:13])[CH3:12])=[O:9])[CH2:4][CH2:3]2)[CH2:1]1, predict the reactants needed to synthesize it. (6) Given the product [CH2:11]([C:13]1[S:33][C:16]2[N:17]=[C:18]([S:27][CH2:28][C:29]([O:31][CH3:32])=[O:30])[N:19]=[C:20]([N:21]3[CH2:26][CH2:25][N:24]([C:1](=[O:9])[CH2:2][CH2:3][CH2:4][CH2:5][C:6]#[CH:7])[CH2:23][CH2:22]3)[C:15]=2[CH:14]=1)[CH3:12], predict the reactants needed to synthesize it. The reactants are: [C:1]([OH:9])(=O)[C:2]#[C:3][CH2:4][CH2:5][CH2:6][CH3:7].Cl.[CH2:11]([C:13]1[S:33][C:16]2[N:17]=[C:18]([S:27][CH2:28][C:29]([O:31][CH3:32])=[O:30])[N:19]=[C:20]([N:21]3[CH2:26][CH2:25][NH:24][CH2:23][CH2:22]3)[C:15]=2[CH:14]=1)[CH3:12].C(N(C(C)C)CC)(C)C. (7) Given the product [C:26]([CH2:25][NH:24][C:22](=[O:23])[C@H:17]([CH2:18][CH:19]([CH3:21])[CH3:20])[NH:16][C@@H:8]([C:5]1[CH:6]=[CH:7][C:2]([C:31]2[CH:32]=[CH:33][N:28]=[CH:29][CH:30]=2)=[CH:3][CH:4]=1)[C:9]([F:15])([F:14])[C:10]([F:13])([F:12])[F:11])#[N:27], predict the reactants needed to synthesize it. The reactants are: Br[C:2]1[CH:7]=[CH:6][C:5]([C@H:8]([NH:16][C@H:17]([C:22]([NH:24][CH2:25][C:26]#[N:27])=[O:23])[CH2:18][CH:19]([CH3:21])[CH3:20])[C:9]([F:15])([F:14])[C:10]([F:13])([F:12])[F:11])=[CH:4][CH:3]=1.[N:28]1[CH:33]=[CH:32][C:31](B(O)O)=[CH:30][CH:29]=1.C([O-])([O-])=O.[Na+].[Na+]. (8) Given the product [C:2]([C:6]1[N:10]([CH2:11][CH:12]2[CH2:13][CH2:14][O:15][CH2:16][CH2:17]2)[C:9]2[CH:18]=[CH:19][C:20]([S:22]([N:25]3[CH:29]=[CH:28][C:27]([C:30]([NH:41][CH2:42][CH3:43])=[O:32])=[CH:26]3)(=[O:23])=[O:24])=[CH:21][C:8]=2[N:7]=1)([CH3:1])([CH3:58])[CH3:5], predict the reactants needed to synthesize it. The reactants are: [CH3:1][C:2]([C:6]1[N:10]([CH2:11][CH:12]2[CH2:17][CH2:16][O:15][CH2:14][CH2:13]2)[C:9]2[CH:18]=[CH:19][C:20]([S:22]([N:25]3[CH:29]=[CH:28][C:27]([C:30]([OH:32])=O)=[CH:26]3)(=[O:24])=[O:23])=[CH:21][C:8]=2[N:7]=1)([CH3:5])CC.CN(C(O[N:41]1N=N[C:43]2C=CC=N[C:42]1=2)=[N+](C)C)C.F[P-](F)(F)(F)(F)F.Cl.[CH2:58](N)C. (9) Given the product [N:11]1([C:15]2[N:20]=[C:19]3[NH:21][C:22]([C:24]([C:26]4[CH:31]=[CH:30][N:29]=[C:28]([C:32]5[C:41]6[C:36](=[CH:37][CH:38]=[CH:39][CH:40]=6)[CH:35]=[N:34][CH:33]=5)[CH:27]=4)=[O:25])=[N:23][C:18]3=[CH:17][CH:16]=2)[CH2:12][CH2:13][CH2:14][NH:8][CH2:9][CH2:10]1, predict the reactants needed to synthesize it. The reactants are: C(OC([N:8]1[CH2:14][CH2:13][CH2:12][N:11]([C:15]2[N:20]=[C:19]3[NH:21][C:22]([C:24]([C:26]4[CH:31]=[CH:30][N:29]=[C:28]([C:32]5[C:41]6[C:36](=[CH:37][CH:38]=[CH:39][CH:40]=6)[CH:35]=[N:34][CH:33]=5)[CH:27]=4)=[O:25])=[N:23][C:18]3=[CH:17][CH:16]=2)[CH2:10][CH2:9]1)=O)(C)(C)C.Cl.